This data is from Forward reaction prediction with 1.9M reactions from USPTO patents (1976-2016). The task is: Predict the product of the given reaction. (1) Given the reactants [CH3:1][O:2][C:3](=[O:40])[C:4]1[CH:9]=[CH:8][C:7]([S:10](=[O:39])(=[O:38])[NH:11][C:12]2[C:13]([O:36][CH3:37])=[N:14][C:15]([O:18][CH2:19][C:20]3[C:21]([C:28]4[C:33]([Cl:34])=[CH:32][CH:31]=[CH:30][C:29]=4[Cl:35])=[N:22][O:23][C:24]=3[CH:25]([CH3:27])[CH3:26])=[CH:16][CH:17]=2)=[CH:6][CH:5]=1.[H-].[Na+].[CH3:43]I.[OH-].[Na+], predict the reaction product. The product is: [CH3:1][O:2][C:3](=[O:40])[C:4]1[CH:9]=[CH:8][C:7]([S:10](=[O:39])(=[O:38])[N:11]([C:12]2[C:13]([O:36][CH3:37])=[N:14][C:15]([O:18][CH2:19][C:20]3[C:21]([C:28]4[C:29]([Cl:35])=[CH:30][CH:31]=[CH:32][C:33]=4[Cl:34])=[N:22][O:23][C:24]=3[CH:25]([CH3:27])[CH3:26])=[CH:16][CH:17]=2)[CH3:43])=[CH:6][CH:5]=1. (2) Given the reactants [NH2:1][C@@H:2]1[CH2:7][C@H:6]([N:8]([C:13]([C:15]2[C:16]([NH:25][CH2:26][CH2:27][CH2:28][S:29][CH3:30])=[N:17][C:18]([C:21]([CH3:24])([CH3:23])[CH3:22])=[N:19][CH:20]=2)=[O:14])[CH2:9][CH:10]([CH3:12])[CH3:11])[CH2:5][N:4]([C:31]([O:33][C:34]([CH3:37])([CH3:36])[CH3:35])=[O:32])[CH2:3]1.C(N(CC)CC)C.[CH3:45][S:46](Cl)(=[O:48])=[O:47], predict the reaction product. The product is: [C:21]([C:18]1[N:17]=[C:16]([NH:25][CH2:26][CH2:27][CH2:28][S:29][CH3:30])[C:15]([C:13]([N:8]([CH2:9][CH:10]([CH3:12])[CH3:11])[C@H:6]2[CH2:7][C@@H:2]([NH:1][S:46]([CH3:45])(=[O:48])=[O:47])[CH2:3][N:4]([C:31]([O:33][C:34]([CH3:35])([CH3:36])[CH3:37])=[O:32])[CH2:5]2)=[O:14])=[CH:20][N:19]=1)([CH3:24])([CH3:22])[CH3:23].